Predict the reaction yield, written as a fraction of the theoretical maximum amount of product (1.0 means a 100% yield; for example, 0.34 means a 34% yield). From a dataset of Reaction yield outcomes from USPTO patents with 853,638 reactions. (1) The reactants are [OH:1][C@@H:2]([C:6]1[CH:7]=[C:8]([F:25])[C:9]([N:12]2[CH2:17][CH2:16][N:15](C(OC(C)(C)C)=O)[CH2:14][CH2:13]2)=[N:10][CH:11]=1)[C@@H:3]([OH:5])[CH3:4].Cl.O1CCOCC1.C(OCC)C. The catalyst is C(Cl)Cl. The product is [F:25][C:8]1[CH:7]=[C:6]([C@H:2]([OH:1])[C@@H:3]([OH:5])[CH3:4])[CH:11]=[N:10][C:9]=1[N:12]1[CH2:13][CH2:14][NH:15][CH2:16][CH2:17]1. The yield is 0.910. (2) The reactants are [Cl:1][C:2]1[CH:3]=[C:4]([CH:8]=[CH:9][CH:10]=1)[C:5](=[NH:7])[NH2:6].O=[C:12]([CH2:19][CH3:20])[CH2:13][C:14](OCC)=[O:15].C[O-].[Na+]. The catalyst is C(O)C. The product is [Cl:1][C:2]1[CH:3]=[C:4]([C:5]2[NH:6][C:14](=[O:15])[CH:13]=[C:12]([CH2:19][CH3:20])[N:7]=2)[CH:8]=[CH:9][CH:10]=1. The yield is 0.390. (3) The reactants are [F:1][C:2]([F:21])([F:20])[O:3][C:4]1[CH:9]=[CH:8][C:7]([C:10]2[CH:18]=[CH:17][CH:16]=[C:15]3[C:11]=2[CH2:12][C:13](=[O:19])[NH:14]3)=[CH:6][CH:5]=1.[N:22]1([CH2:27][CH2:28][NH:29][C:30]([C:32]2[CH:36]=[C:35]([CH3:37])[NH:34][C:33]=2[CH:38]=O)=[O:31])[CH2:26][CH2:25][CH2:24][CH2:23]1. The catalyst is C(O)C.N1CCCCC1. The product is [N:22]1([CH2:27][CH2:28][NH:29][C:30]([C:32]2[CH:36]=[C:35]([CH3:37])[NH:34][C:33]=2[CH:38]=[C:12]2[C:11]3[C:15](=[CH:16][CH:17]=[CH:18][C:10]=3[C:7]3[CH:6]=[CH:5][C:4]([O:3][C:2]([F:1])([F:20])[F:21])=[CH:9][CH:8]=3)[NH:14][C:13]2=[O:19])=[O:31])[CH2:26][CH2:25][CH2:24][CH2:23]1. The yield is 0.710. (4) The reactants are [S:1]1[C:5]2[CH:6]=[CH:7][CH:8]=[CH:9][C:4]=2[N:3]=[C:2]1[N:10]1[C:14](=[O:15])[C:13](=[CH:16][N:17](C)C)[C:12]([C:20]2[CH:25]=[CH:24][CH:23]=[C:22]([I:26])[CH:21]=2)=[N:11]1. The catalyst is N.CO. The product is [NH2:17][CH:16]=[C:13]1[C:12]([C:20]2[CH:25]=[CH:24][CH:23]=[C:22]([I:26])[CH:21]=2)=[N:11][N:10]([C:2]2[S:1][C:5]3[CH:6]=[CH:7][CH:8]=[CH:9][C:4]=3[N:3]=2)[C:14]1=[O:15]. The yield is 0.740. (5) The reactants are [CH3:1][C:2]1[NH:3][CH:4]=[C:5]([CH3:12])[C:6]=1[CH2:7][CH2:8][C:9]([OH:11])=O.C(N1C=CN=C1)(N1C=CN=C1)=O.[NH:25]1[CH2:30][CH2:29][O:28][CH2:27][CH2:26]1.C(N(CC)C(C)C)(C)C. The catalyst is ClCCl. The product is [CH3:1][C:2]1[NH:3][CH:4]=[C:5]([CH3:12])[C:6]=1[CH2:7][CH2:8][C:9]([N:25]1[CH2:30][CH2:29][O:28][CH2:27][CH2:26]1)=[O:11]. The yield is 0.960. (6) The reactants are [CH3:1][N:2]([C:7]1[C:15]2[C:10](=[CH:11][CH:12]=[C:13]([N+:16]([O-:18])=[O:17])[CH:14]=2)[NH:9][N:8]=1)[CH2:3][C:4]([OH:6])=O.C(Cl)CCl.C1C=CC2N(O)N=[N:29][C:27]=2C=1.CCN(CC)CC.CN. The catalyst is CN(C=O)C.C(OCC)(=O)C. The product is [CH3:27][NH:29][C:4](=[O:6])[CH2:3][N:2]([CH3:1])[C:7]1[C:15]2[C:10](=[CH:11][CH:12]=[C:13]([N+:16]([O-:18])=[O:17])[CH:14]=2)[NH:9][N:8]=1. The yield is 0.827. (7) The reactants are [NH2:1][CH:2]([C:4]1[CH:5]=[C:6]([NH:10][C:11]2[N:16]=[C:15]([CH2:17][CH2:18][C:19]3[CH:24]=[CH:23][CH:22]=[CH:21][C:20]=3[CH2:25][C:26]([NH2:28])=[O:27])[C:14]([Cl:29])=[CH:13][N:12]=2)[CH:7]=[CH:8][CH:9]=1)[CH3:3].[C:30](OC(=O)C)(=[O:32])[CH3:31].Cl. The catalyst is N1C=CC=CC=1.CN(C)C1C=CN=CC=1. The product is [C:30]([NH:1][CH:2]([C:4]1[CH:5]=[C:6]([NH:10][C:11]2[N:16]=[C:15]([CH2:17][CH2:18][C:19]3[CH:24]=[CH:23][CH:22]=[CH:21][C:20]=3[CH2:25][C:26]([NH2:28])=[O:27])[C:14]([Cl:29])=[CH:13][N:12]=2)[CH:7]=[CH:8][CH:9]=1)[CH3:3])(=[O:32])[CH3:31]. The yield is 0.700. (8) The reactants are [C:1]([C:4]1[C:22](=[O:23])[C@@:8]2([CH3:24])[C:9]3[C:15]([OH:16])=[CH:14][C:13]([O:17][CH3:18])=[C:12]([C:19]([NH2:21])=[O:20])[C:10]=3[O:11][C:7]2=[CH:6][C:5]=1[OH:25])(=[O:3])[CH3:2].[CH3:26][C:27]1[CH:34]=[C:33]([O:35][CH2:36][C:37]#[C:38][CH2:39][CH3:40])[CH:32]=[C:31]([CH3:41])[C:28]=1[CH:29]=O.C([SiH](CC)CC)C.FC(F)(F)C(O)=O. The catalyst is C(#N)C. The product is [C:1]([C:4]1[C:22](=[O:23])[C@@:8]2([CH3:24])[C:9]3[C:15]([OH:16])=[CH:14][C:13]([O:17][CH3:18])=[C:12]([C:19]([NH:21][CH2:29][C:28]4[C:31]([CH3:41])=[CH:32][C:33]([O:35][CH2:36][C:37]#[C:38][CH2:39][CH3:40])=[CH:34][C:27]=4[CH3:26])=[O:20])[C:10]=3[O:11][C:7]2=[CH:6][C:5]=1[OH:25])(=[O:3])[CH3:2]. The yield is 0.170.